Dataset: Catalyst prediction with 721,799 reactions and 888 catalyst types from USPTO. Task: Predict which catalyst facilitates the given reaction. Reactant: [NH2:1][C:2]1[N:6]([CH3:7])[N:5]=[CH:4][C:3]=1[NH:8][C:9](=[O:22])[C@@H:10]([OH:21])[CH2:11][CH2:12][NH:13][C:14](=[O:20])[O:15][C:16]([CH3:19])([CH3:18])[CH3:17].Cl[C:24]([C:37]1[CH:42]=[CH:41][CH:40]=[CH:39][CH:38]=1)([C:31]1[CH:36]=[CH:35][CH:34]=[CH:33][CH:32]=1)[C:25]1[CH:30]=[CH:29][CH:28]=[CH:27][CH:26]=1.C(N(CC)CC)C. Product: [OH:21][C@H:10]([C:9]([NH:8][C:3]1[CH:4]=[N:5][N:6]([CH3:7])[C:2]=1[NH:1][C:24]([C:25]1[CH:30]=[CH:29][CH:28]=[CH:27][CH:26]=1)([C:37]1[CH:38]=[CH:39][CH:40]=[CH:41][CH:42]=1)[C:31]1[CH:32]=[CH:33][CH:34]=[CH:35][CH:36]=1)=[O:22])[CH2:11][CH2:12][NH:13][C:14](=[O:20])[O:15][C:16]([CH3:18])([CH3:19])[CH3:17]. The catalyst class is: 204.